Predict the product of the given reaction. From a dataset of Forward reaction prediction with 1.9M reactions from USPTO patents (1976-2016). (1) Given the reactants C[O:2][C:3](=[O:28])[CH2:4][O:5][C:6]1[CH:15]=[CH:14][C:13]([Cl:16])=[C:12]2[C:7]=1[C:8]([CH2:26][CH3:27])=[C:9]([CH2:18][C:19]1[CH:24]=[CH:23][C:22]([Cl:25])=[CH:21][CH:20]=1)[C:10]([CH3:17])=[N:11]2.C[O:30][C:31](=[O:56])[CH2:32][O:33][C:34]1[CH:43]=[CH:42][C:41]([Cl:44])=[C:40]2[C:35]=1[C:36]([CH3:55])=[C:37]([CH2:47][C:48]1[CH:53]=[CH:52][C:51]([Cl:54])=[CH:50][CH:49]=1)[C:38]([CH2:45][CH3:46])=[N:39]2.CO.[OH-].[Li+], predict the reaction product. The product is: [Cl:16][C:13]1[CH:14]=[CH:15][C:6]([O:5][CH2:4][C:3]([OH:28])=[O:2])=[C:7]2[C:12]=1[N:11]=[C:10]([CH3:17])[C:9]([CH2:18][C:19]1[CH:24]=[CH:23][C:22]([Cl:25])=[CH:21][CH:20]=1)=[C:8]2[CH2:26][CH3:27].[Cl:44][C:41]1[CH:42]=[CH:43][C:34]([O:33][CH2:32][C:31]([OH:56])=[O:30])=[C:35]2[C:40]=1[N:39]=[C:38]([CH2:45][CH3:46])[C:37]([CH2:47][C:48]1[CH:53]=[CH:52][C:51]([Cl:54])=[CH:50][CH:49]=1)=[C:36]2[CH3:55]. (2) Given the reactants [S:1]1[CH:5]=[CH:4][C:3]([CH2:6][C:7]#[N:8])=[CH:2]1.[OH-].[Na+].[N:11](OC)=[O:12], predict the reaction product. The product is: [OH:12][N:11]=[C:6]([C:3]1[CH:4]=[CH:5][S:1][CH:2]=1)[C:7]#[N:8]. (3) Given the reactants [CH:1]1([CH2:4][O:5][C:6]2[CH:7]=[CH:8][C:9]([C:12]#[C:13][Si](C)(C)C)=[N:10][CH:11]=2)[CH2:3][CH2:2]1.[F-].C([N+](CCCC)(CCCC)CCCC)CCC, predict the reaction product. The product is: [CH:1]1([CH2:4][O:5][C:6]2[CH:7]=[CH:8][C:9]([C:12]#[CH:13])=[N:10][CH:11]=2)[CH2:2][CH2:3]1. (4) Given the reactants [NH2:1][CH:2]1[CH2:7][CH2:6][N:5]([CH2:8][C@H:9]2[N:19]3[C:20]4[N:11]([C:12](=[O:22])[CH:13]=[CH:14][C:15]=4[N:16]=[CH:17][C:18]3=[O:21])[CH2:10]2)[CH2:4][CH2:3]1.[O:23]1[C:27]2=[CH:28][N:29]=[C:30]([CH:32]=O)[CH:31]=[C:26]2[CH2:25][CH2:24]1.C(O[BH-](OC(=O)C)OC(=O)C)(=O)C.[Na+].C(=O)(O)[O-].[Na+].C(Cl)(Cl)[Cl:54], predict the reaction product. The product is: [ClH:54].[O:23]1[C:27]2=[CH:28][N:29]=[C:30]([CH2:32][NH:1][CH:2]3[CH2:7][CH2:6][N:5]([CH2:8][C@H:9]4[N:19]5[C:20]6[N:11]([C:12](=[O:22])[CH:13]=[CH:14][C:15]=6[N:16]=[CH:17][C:18]5=[O:21])[CH2:10]4)[CH2:4][CH2:3]3)[CH:31]=[C:26]2[CH2:25][CH2:24]1.